Dataset: Full USPTO retrosynthesis dataset with 1.9M reactions from patents (1976-2016). Task: Predict the reactants needed to synthesize the given product. (1) Given the product [CH3:27][C:26]1[CH:28]=[CH:29][C:23]([S:20]([O:8][CH2:9][CH:10]2[CH2:11][CH2:12][N:13]([C:16](=[O:18])[CH3:1])[CH2:14][CH2:15]2)(=[O:22])=[O:21])=[CH:24][CH:25]=1, predict the reactants needed to synthesize it. The reactants are: [CH3:1]CN(CC)CC.[OH:8][CH2:9][CH:10]1[CH2:15][CH2:14][N:13]([C:16]([O:18]C)=O)[CH2:12][CH2:11]1.[S:20](Cl)([C:23]1[CH:29]=[CH:28][C:26]([CH3:27])=[CH:25][CH:24]=1)(=[O:22])=[O:21]. (2) Given the product [F:22][C:23]1[CH:24]=[CH:25][C:26]([N:2]2[N:3]=[CH:4][CH:5]=[N:1]2)=[C:27]([CH:31]=1)[C:28]([OH:30])=[O:29].[F:22][C:23]1[CH:24]=[CH:25][C:26]([N:1]2[CH:5]=[CH:4][N:3]=[N:2]2)=[C:27]([CH:31]=1)[C:28]([OH:30])=[O:29], predict the reactants needed to synthesize it. The reactants are: [N:1]1[NH:2][N:3]=[CH:4][CH:5]=1.C(=O)([O-])[O-].[Cs+].[Cs+].CN[C@@H]1CCCC[C@H]1NC.[F:22][C:23]1[CH:24]=[CH:25][C:26](I)=[C:27]([CH:31]=1)[C:28]([OH:30])=[O:29]. (3) Given the product [CH:1]1[CH:2]=[CH:3][C:4]([NH:11][C:12]2[C:17]([Cl:18])=[CH:16][CH:15]=[CH:14][C:13]=2[Cl:19])=[C:5]([CH2:7][C:8]([OH:10])=[O:9])[CH:6]=1, predict the reactants needed to synthesize it. The reactants are: [CH:1]1[CH:6]=[C:5]([CH2:7][C:8]([O-:10])=[O:9])[C:4]([NH:11][C:12]2[C:17]([Cl:18])=[CH:16][CH:15]=[CH:14][C:13]=2[Cl:19])=[CH:3][CH:2]=1.[Na+]. (4) Given the product [ClH:36].[CH:1]1([CH2:4][N:5]2[C@@H:13]3[C@@:8]([C:15]4[CH:20]=[CH:19][C:18]([O:21][CH3:22])=[C:17]([O:23][CH3:24])[CH:16]=4)([CH2:9][CH2:10][C@@H:11]([NH:14][C:34]([NH:33][C:28]4[CH:29]=[CH:30][C:31]([F:32])=[C:26]([F:25])[CH:27]=4)=[O:35])[CH2:12]3)[CH2:7][CH2:6]2)[CH2:2][CH2:3]1, predict the reactants needed to synthesize it. The reactants are: [CH:1]1([CH2:4][N:5]2[C@@H:13]3[C@@:8]([C:15]4[CH:20]=[CH:19][C:18]([O:21][CH3:22])=[C:17]([O:23][CH3:24])[CH:16]=4)([CH2:9][CH2:10][C@@H:11]([NH2:14])[CH2:12]3)[CH2:7][CH2:6]2)[CH2:3][CH2:2]1.[F:25][C:26]1[CH:27]=[C:28]([N:33]=[C:34]=[O:35])[CH:29]=[CH:30][C:31]=1[F:32].[ClH:36]. (5) Given the product [CH:24]1[CH:25]=[C:26]2[C:17]([C:15]3[C:14]([NH:20][C:21]2=[CH:22][CH:23]=1)=[CH:13][C:9]1[C:10]([C:7]2[C:2]([NH:1][C:8]=1[CH:16]=3)=[CH:3][CH:4]=[CH:5][CH:6]=2)=[O:11])=[O:18], predict the reactants needed to synthesize it. The reactants are: [NH:1]([C:8]1[CH:16]=[C:15]([C:17](O)=[O:18])[C:14]([NH:20][C:21]2[CH:26]=[CH:25][CH:24]=[CH:23][CH:22]=2)=[CH:13][C:9]=1[C:10](O)=[O:11])[C:2]1[CH:7]=[CH:6][CH:5]=[CH:4][CH:3]=1.P(=O)(O)(O)O.